From a dataset of Full USPTO retrosynthesis dataset with 1.9M reactions from patents (1976-2016). Predict the reactants needed to synthesize the given product. (1) Given the product [CH:32]1([CH2:31][O:30][C:22]2[CH:23]=[CH:24][C:25]([CH:27]([F:29])[F:28])=[CH:26][C:21]=2[C:20]2[C:15]3[NH:14][C:13]([CH3:35])=[C:12]([C:10]([NH:9][C@H:6]4[CH2:7][CH2:8][C@H:3]([NH:2][C:40](=[O:41])[CH2:39][O:38][CH3:37])[C@@H:4]([F:36])[CH2:5]4)=[O:11])[C:16]=3[N:17]=[CH:18][N:19]=2)[CH2:33][CH2:34]1, predict the reactants needed to synthesize it. The reactants are: Cl.[NH2:2][C@H:3]1[CH2:8][CH2:7][C@H:6]([NH:9][C:10]([C:12]2[C:16]3[N:17]=[CH:18][N:19]=[C:20]([C:21]4[CH:26]=[C:25]([CH:27]([F:29])[F:28])[CH:24]=[CH:23][C:22]=4[O:30][CH2:31][CH:32]4[CH2:34][CH2:33]4)[C:15]=3[NH:14][C:13]=2[CH3:35])=[O:11])[CH2:5][C@@H:4]1[F:36].[CH3:37][O:38][CH2:39][C:40](Cl)=[O:41]. (2) Given the product [Br:1][C:2]1[CH:7]=[CH:6][C:5]([N+:8]([O-:10])=[O:9])=[CH:4][C:3]=1[CH2:11][N:12]([CH3:13])[C:22](=[O:24])[O:21][CH2:14][C:15]1[CH:16]=[CH:17][CH:18]=[CH:19][CH:20]=1, predict the reactants needed to synthesize it. The reactants are: [Br:1][C:2]1[CH:7]=[CH:6][C:5]([N+:8]([O-:10])=[O:9])=[CH:4][C:3]=1[CH2:11][NH:12][CH3:13].[CH2:14]([O:21][C:22]([O:24]N1C(=O)CCC1=O)=O)[C:15]1[CH:20]=[CH:19][CH:18]=[CH:17][CH:16]=1.C(N(CC)C(C)C)(C)C. (3) The reactants are: [H-].[Na+].[NH2:3][C:4]1[CH:9]=[C:8]([O:10][C:11]2[CH:12]=[C:13]3[C:17](=[CH:18][CH:19]=2)[NH:16][CH:15]=[CH:14]3)[CH:7]=[CH:6][N:5]=1.[CH:20]1([NH:23][C:24](=O)[O:25]C2C=CC=CC=2)[CH2:22][CH2:21]1.O. Given the product [CH:20]1([NH:23][C:24]([N:16]2[C:17]3[C:13](=[CH:12][C:11]([O:10][C:8]4[CH:7]=[CH:6][N:5]=[C:4]([NH2:3])[CH:9]=4)=[CH:19][CH:18]=3)[CH:14]=[CH:15]2)=[O:25])[CH2:22][CH2:21]1, predict the reactants needed to synthesize it. (4) Given the product [Cl:17][C:11]1[CH:10]=[C:9]([C:6]2[CH:7]=[CH:8][N:4]([CH2:3][C@@H:2]([NH:1][C:31]([C:29]3[NH:28][N:27]=[C:26]([CH2:25][N:22]4[CH2:21][CH2:20][O:19][CH2:24][CH2:23]4)[CH:30]=3)=[O:32])[CH3:18])[N:5]=2)[CH:16]=[CH:15][C:12]=1[C:13]#[N:14], predict the reactants needed to synthesize it. The reactants are: [NH2:1][C@@H:2]([CH3:18])[CH2:3][N:4]1[CH:8]=[CH:7][C:6]([C:9]2[CH:16]=[CH:15][C:12]([C:13]#[N:14])=[C:11]([Cl:17])[CH:10]=2)=[N:5]1.[O:19]1[CH2:24][CH2:23][N:22]([CH2:25][C:26]2[CH:30]=[C:29]([C:31](O)=[O:32])[NH:28][N:27]=2)[CH2:21][CH2:20]1.C1C=CC2N(O)N=NC=2C=1.CCN(C(C)C)C(C)C.CCN=C=NCCCN(C)C. (5) Given the product [C:1]([O:5][C:6](=[O:18])[NH:7][CH2:8][C:9]1[CH:14]=[C:13]([F:15])[C:12]([S:20]([CH3:19])(=[O:22])=[O:21])=[CH:11][C:10]=1[F:17])([CH3:4])([CH3:3])[CH3:2], predict the reactants needed to synthesize it. The reactants are: [C:1]([O:5][C:6](=[O:18])[NH:7][CH2:8][C:9]1[CH:14]=[C:13]([F:15])[C:12](N)=[CH:11][C:10]=1[F:17])([CH3:4])([CH3:3])[CH3:2].[CH3:19][S:20](Cl)(=[O:22])=[O:21].N1C=CC=CC=1.Cl. (6) Given the product [Br:1][C:2]1[CH:3]=[C:4]2[C:9](=[CH:10][CH:11]=1)[CH:8]=[N+:7]([O-:20])[CH:6]=[CH:5]2, predict the reactants needed to synthesize it. The reactants are: [Br:1][C:2]1[CH:3]=[C:4]2[C:9](=[CH:10][CH:11]=1)[CH:8]=[N:7][CH:6]=[CH:5]2.ClC1C=CC=C(C(OO)=[O:20])C=1.C(=O)([O-])O.[Na+].O.O.O.O.O.S([O-])([O-])(=O)=S.[Na+].[Na+]. (7) Given the product [Cl:26][C:3]1[C:2]2[N:1]=[C:27]([CH2:28][CH3:29])[N:8]([C:9]3[CH:10]=[CH:11][C:12]([CH2:15][CH2:16][NH:17][C:18](=[O:24])[O:19][C:20]([CH3:22])([CH3:23])[CH3:21])=[CH:13][CH:14]=3)[C:7]=2[CH:6]=[C:5]([CH3:25])[N:4]=1, predict the reactants needed to synthesize it. The reactants are: [NH2:1][C:2]1[C:3]([Cl:26])=[N:4][C:5]([CH3:25])=[CH:6][C:7]=1[NH:8][C:9]1[CH:14]=[CH:13][C:12]([CH2:15][CH2:16][NH:17][C:18](=[O:24])[O:19][C:20]([CH3:23])([CH3:22])[CH3:21])=[CH:11][CH:10]=1.[C:27](Cl)(=O)[CH2:28][CH3:29].O.C1(C)C=CC(S(O)(=O)=O)=CC=1. (8) Given the product [OH:26][CH2:25][CH:12]([CH2:13][CH2:14][CH2:15][CH2:16][C:17]([CH3:24])([CH3:23])[C:18]([OH:20])=[O:19])[CH2:11][CH2:10][CH2:9][CH2:8][C:7]([CH3:28])([CH3:27])[C:6]([OH:29])=[O:5], predict the reactants needed to synthesize it. The reactants are: [OH-].[K+].C([O:5][C:6](=[O:29])[C:7]([CH3:28])([CH3:27])[CH2:8][CH2:9][CH2:10][CH2:11][CH:12]([CH2:25][OH:26])[CH2:13][CH2:14][CH2:15][CH2:16][C:17]([CH3:24])([CH3:23])[C:18]([O:20]CC)=[O:19])C. (9) The reactants are: C([O:5][C:6](=[O:31])[CH2:7][C:8]1[CH:13]=[CH:12][CH:11]=[C:10]([CH2:14][CH2:15][N:16]([CH2:21][CH2:22][CH2:23][C:24]2[CH:29]=[CH:28][CH:27]=[C:26]([Cl:30])[CH:25]=2)[S:17]([CH3:20])(=[O:19])=[O:18])[CH:9]=1)(C)(C)C. Given the product [Cl:30][C:26]1[CH:25]=[C:24]([CH2:23][CH2:22][CH2:21][N:16]([S:17]([CH3:20])(=[O:19])=[O:18])[CH2:15][CH2:14][C:10]2[CH:9]=[C:8]([CH2:7][C:6]([OH:31])=[O:5])[CH:13]=[CH:12][CH:11]=2)[CH:29]=[CH:28][CH:27]=1, predict the reactants needed to synthesize it. (10) Given the product [F:1][C:2]1[C:7]([C:8]([F:9])([F:10])[F:11])=[C:6]([F:12])[CH:5]=[CH:4][C:3]=1[C:13]1[N:14]=[C:15]([NH:18][C:33](=[O:34])[CH2:32][C:31](=[O:38])[CH2:30][S:29][C:25]2[N:24]([CH3:39])[C:23](=[O:40])[N:22]([CH3:21])[C:27](=[O:28])[CH:26]=2)[S:16][CH:17]=1, predict the reactants needed to synthesize it. The reactants are: [F:1][C:2]1[C:7]([C:8]([F:11])([F:10])[F:9])=[C:6]([F:12])[CH:5]=[CH:4][C:3]=1[C:13]1[N:14]=[C:15]([NH2:18])[S:16][CH:17]=1.[H-].[Na+].[CH3:21][N:22]1[C:27](=[O:28])[CH:26]=[C:25]([S:29][CH2:30][C:31](=[O:38])[CH2:32][C:33](OCC)=[O:34])[N:24]([CH3:39])[C:23]1=[O:40].